Dataset: Blood-brain barrier permeability classification from the B3DB database. Task: Regression/Classification. Given a drug SMILES string, predict its absorption, distribution, metabolism, or excretion properties. Task type varies by dataset: regression for continuous measurements (e.g., permeability, clearance, half-life) or binary classification for categorical outcomes (e.g., BBB penetration, CYP inhibition). Dataset: b3db_classification. (1) The drug is Clc1ccc(NC2=NCCN2)c(Cl)c1. The result is 1 (penetrates BBB). (2) The compound is CCC(C)C(N)C1=NC(C(=O)N[C@@H](CC(C)C)C(=O)N[C@H](CCC(=O)O)C(=O)N[C@H](C(=O)NCCCC[C@@H]2NC(=O)[C@H](CC(N)=O)NC(=O)[C@@H](CC(=O)O)NC(=O)[C@H](Cc3cnc[nH]3)NC(=O)[C@@H](Cc3ccccc3)NC(=O)[C@H]([C@@H](C)CC)NC(=O)[C@@H](CCCN)NC2=O)[C@@H](C)CC)CS1. The result is 0 (does not penetrate BBB). (3) The compound is CC(C=CC1=C(C)CCCC1(C)C)=CC=CC(C)=CC(=O)O. The result is 1 (penetrates BBB). (4) The result is 1 (penetrates BBB). The compound is C#CCN[C@H]1CCc2ccccc21. (5) The molecule is CC12C=CC(=O)C1C(=O)CCC1C2C(O)CC2(C)C1CCC2(O)C(=O)CO. The result is 1 (penetrates BBB).